Dataset: Catalyst prediction with 721,799 reactions and 888 catalyst types from USPTO. Task: Predict which catalyst facilitates the given reaction. (1) Reactant: Cl[C:2]1[N:7]=[C:6]2[C:8]([CH3:22])([CH3:21])[N:9]([CH2:12][C:13]3[CH:18]=[CH:17][C:16]([O:19][CH3:20])=[CH:15][CH:14]=3)[C:10](=[O:11])[C:5]2=[CH:4][CH:3]=1.[O-:23][CH2:24][CH3:25].[Na+]. Product: [CH2:24]([O:23][C:2]1[N:7]=[C:6]2[C:8]([CH3:22])([CH3:21])[N:9]([CH2:12][C:13]3[CH:18]=[CH:17][C:16]([O:19][CH3:20])=[CH:15][CH:14]=3)[C:10](=[O:11])[C:5]2=[CH:4][CH:3]=1)[CH3:25]. The catalyst class is: 3. (2) Reactant: [O:1]=[S:2]1(=[O:52])[CH2:7][CH2:6][CH:5]([O:8][C:9]2[CH:16]=[CH:15][C:14]([C:17]3[C:18]4[CH:25]=[C:24]([C:26]5[CH:31]=[CH:30][C:29]([N:32]6[CH2:37][CH2:36][N:35]([CH:38]7[CH2:41][O:40][CH2:39]7)[CH2:34][CH2:33]6)=[C:28]([O:42][CH3:43])[CH:27]=5)[N:23](COCC[Si](C)(C)C)[C:19]=4[N:20]=[CH:21][N:22]=3)=[CH:13][C:10]=2[C:11]#[N:12])[CH2:4][CH2:3]1.[C:53]([OH:59])([C:55]([F:58])([F:57])[F:56])=[O:54]. Product: [O:52]=[S:2]1(=[O:1])[CH2:3][CH2:4][CH:5]([O:8][C:9]2[CH:16]=[CH:15][C:14]([C:17]3[C:18]4[CH:25]=[C:24]([C:26]5[CH:31]=[CH:30][C:29]([N:32]6[CH2:33][CH2:34][N:35]([CH:38]7[CH2:41][O:40][CH2:39]7)[CH2:36][CH2:37]6)=[C:28]([O:42][CH3:43])[CH:27]=5)[NH:23][C:19]=4[N:20]=[CH:21][N:22]=3)=[CH:13][C:10]=2[C:11]#[N:12])[CH2:6][CH2:7]1.[C:53]([OH:59])([C:55]([F:58])([F:57])[F:56])=[O:54]. The catalyst class is: 2.